Dataset: Catalyst prediction with 721,799 reactions and 888 catalyst types from USPTO. Task: Predict which catalyst facilitates the given reaction. Reactant: [CH2:1]([O:3][C:4](=[O:21])[CH2:5][C:6]1[C:7]2[CH:14]=[CH:13][C:12]([O:15][CH3:16])=[C:11]([S:17](Cl)(=[O:19])=[O:18])[C:8]=2[S:9][CH:10]=1)[CH3:2].[F:22][C:23]([F:37])([F:36])[C:24]1[CH:25]=[CH:26][C:27]([N:30]2[CH2:35][CH2:34][NH:33][CH2:32][CH2:31]2)=[N:28][CH:29]=1.C(N(CC)CC)C. Product: [CH2:1]([O:3][C:4](=[O:21])[CH2:5][C:6]1[C:7]2[CH:14]=[CH:13][C:12]([O:15][CH3:16])=[C:11]([S:17]([N:33]3[CH2:34][CH2:35][N:30]([C:27]4[CH:26]=[CH:25][C:24]([C:23]([F:37])([F:22])[F:36])=[CH:29][N:28]=4)[CH2:31][CH2:32]3)(=[O:19])=[O:18])[C:8]=2[S:9][CH:10]=1)[CH3:2]. The catalyst class is: 1.